From a dataset of Catalyst prediction with 721,799 reactions and 888 catalyst types from USPTO. Predict which catalyst facilitates the given reaction. (1) Reactant: Br[CH2:2][C:3]([C:5]1[CH:10]=[CH:9][C:8]([Br:11])=[CH:7][CH:6]=1)=O.[C:12]([NH2:15])(=[S:14])[CH3:13].[OH-].[Na+]. Product: [Br:11][C:8]1[CH:9]=[CH:10][C:5]([C:3]2[N:15]=[C:12]([CH3:13])[S:14][CH:2]=2)=[CH:6][CH:7]=1. The catalyst class is: 12. (2) Product: [OH:27][CH2:26][C:7]1([C:1]2[CH:2]=[CH:3][CH:4]=[CH:5][CH:6]=2)[CH2:12][CH2:11][N:10]([C:13]([O:15][CH:16]2[CH:23]3[CH2:24][CH:19]4[CH2:20][CH:21]([CH2:25][CH:17]2[CH2:18]4)[CH2:22]3)=[O:14])[CH2:9][CH2:8]1. The catalyst class is: 295. Reactant: [C:1]1([C:7]2([C:26](OC)=[O:27])[CH2:12][CH2:11][N:10]([C:13]([O:15][CH:16]3[CH:23]4[CH2:24][CH:19]5[CH2:20][CH:21]([CH2:25][CH:17]3[CH2:18]5)[CH2:22]4)=[O:14])[CH2:9][CH2:8]2)[CH:6]=[CH:5][CH:4]=[CH:3][CH:2]=1.CO.[Li+].[BH4-]. (3) Reactant: [NH2:1][C:2]1[CH:3]=[CH:4][C:5]([C:8]#[N:9])=[N:6][CH:7]=1.[H-].[Na+].[F:12][C:13]([F:43])([F:42])[C:14]1[CH:19]=[CH:18][C:17]([C@@H:20]2[C:29]3[C:24](=[CH:25][CH:26]=[CH:27][CH:28]=3)[CH2:23][CH2:22][N:21]2[C:30](OC2C=CC([N+]([O-])=O)=CC=2)=[O:31])=[CH:16][CH:15]=1.O. Product: [C:8]([C:5]1[N:6]=[CH:7][C:2]([NH:1][C:30]([N:21]2[CH2:22][CH2:23][C:24]3[C:29](=[CH:28][CH:27]=[CH:26][CH:25]=3)[C@H:20]2[C:17]2[CH:18]=[CH:19][C:14]([C:13]([F:42])([F:12])[F:43])=[CH:15][CH:16]=2)=[O:31])=[CH:3][CH:4]=1)#[N:9]. The catalyst class is: 1. (4) Reactant: [CH3:1][O:2][C:3]1[CH:8]=[CH:7][CH:6]=[CH:5][C:4]=1[CH:9]1[CH2:20][C:19]2[N:18]([CH3:21])[CH:17]=[CH:16][C:15]=2[CH:14]2[CH:10]1[C:11](=[O:23])[NH:12][C:13]2=[O:22].C(C1C(=O)C(Cl)=C(Cl)C(=O)C=1C#N)#N. Product: [CH3:1][O:2][C:3]1[CH:8]=[CH:7][CH:6]=[CH:5][C:4]=1[C:9]1[CH:20]=[C:19]2[C:15]([CH:16]=[CH:17][N:18]2[CH3:21])=[C:14]2[C:10]=1[C:11](=[O:23])[NH:12][C:13]2=[O:22]. The catalyst class is: 155.